Dataset: Catalyst prediction with 721,799 reactions and 888 catalyst types from USPTO. Task: Predict which catalyst facilitates the given reaction. (1) Reactant: [Al+3].[Cl-].[Cl-].[Cl-].[N+:5]([C:8]1[CH:9]=[C:10]([CH:14]=[CH:15][CH:16]=1)[C:11](Cl)=[O:12])([O-:7])=[O:6].[NH:17]1[C:25]2[C:20](=[CH:21][CH:22]=[CH:23][CH:24]=2)[CH2:19][C:18]1=[O:26]. Product: [N+:5]([C:8]1[CH:9]=[C:10]([CH:14]=[CH:15][CH:16]=1)[C:11]([C:22]1[CH:21]=[C:20]2[C:25](=[CH:24][CH:23]=1)[NH:17][C:18](=[O:26])[CH2:19]2)=[O:12])([O-:7])=[O:6]. The catalyst class is: 3. (2) Reactant: [O:1]1[C:5]2=[CH:6][N:7]=[CH:8][CH:9]=[C:4]2[CH:3]=[C:2]1[C:10]([NH:12][CH2:13][C:14]1[CH:19]=[CH:18][C:17]([S:20](Cl)(=[O:22])=[O:21])=[CH:16][CH:15]=1)=[O:11].Cl.[N:25]1([CH:30]2[CH2:35][CH2:34][NH:33][CH2:32][CH2:31]2)[CH2:29][CH2:28][CH2:27][CH2:26]1.C(N(CC)CC)C. Product: [N:25]1([CH:30]2[CH2:35][CH2:34][N:33]([S:20]([C:17]3[CH:18]=[CH:19][C:14]([CH2:13][NH:12][C:10]([C:2]4[O:1][C:5]5=[CH:6][N:7]=[CH:8][CH:9]=[C:4]5[CH:3]=4)=[O:11])=[CH:15][CH:16]=3)(=[O:22])=[O:21])[CH2:32][CH2:31]2)[CH2:29][CH2:28][CH2:27][CH2:26]1. The catalyst class is: 2. (3) The catalyst class is: 11. Product: [CH3:22][O-:23].[CH3:22][O-:23].[Cl-:1].[C:4]([C:8]1[N-:12][C:11]([C:13]([CH3:16])([CH3:15])[CH3:14])=[C:10]([C:17]([CH3:20])([CH3:19])[CH3:18])[N:9]=1)([CH3:7])([CH3:6])[CH3:5].[Ti+4:21]. Reactant: [Cl-:1].[Cl-].[Cl-].[C:4]([C:8]1[N:9]([Ti+3:21])[C:10]([C:17]([CH3:20])([CH3:19])[CH3:18])=[C:11]([C:13]([CH3:16])([CH3:15])[CH3:14])[N:12]=1)([CH3:7])([CH3:6])[CH3:5].[CH3:22][O-:23].[Li+].[Cl-].[Li+]. (4) Reactant: [CH:1]([N:4]1[C:9]([CH3:10])=[C:8]([C:11]2[CH:16]=[CH:15][CH:14]=[C:13]([C:17]([F:20])([F:19])[F:18])[CH:12]=2)[C:7](=[O:21])[C:6]([C:22]([OH:24])=O)=[CH:5]1)([CH3:3])[CH3:2].CN(C(ON1N=NC2C=CC=CC1=2)=[N+](C)C)C.[B-](F)(F)(F)F.CN1CCOCC1.[CH3:54][C:55]1[O:59][C:58]([CH2:60][NH2:61])=[N:57][N:56]=1. Product: [CH3:54][C:55]1[O:59][C:58]([CH2:60][NH:61][C:22]([C:6]2[C:7](=[O:21])[C:8]([C:11]3[CH:16]=[CH:15][CH:14]=[C:13]([C:17]([F:20])([F:19])[F:18])[CH:12]=3)=[C:9]([CH3:10])[N:4]([CH:1]([CH3:2])[CH3:3])[CH:5]=2)=[O:24])=[N:57][N:56]=1. The catalyst class is: 3. (5) Reactant: Cl.N([C:4]1[C:13]2[C:8](=[CH:9][CH:10]=[CH:11][CH:12]=2)C=NN=1)N.[CH3:14][C:15](=[O:18])CC. Product: [CH2:15]([OH:18])[CH3:14].[CH3:4][CH2:13][CH2:8][CH2:9][CH2:10][CH2:11][CH3:12]. The catalyst class is: 24. (6) Reactant: [OH:1][C@@H:2]1[CH2:7][CH2:6][CH2:5][N:4]([C:8]([O:10]C(C)(C)C)=O)[CH2:3]1.[CH3:15][C:16]([CH3:19])([O-])[CH3:17].[K+].F[C:22]1[CH:29]=[CH:28][C:27]([C:30]2[N:35]=[C:34]([NH:36][C:37]3[CH:42]=[CH:41][C:40]([N:43]4[CH2:48][CH2:47][N:46]([CH:49]5[CH2:52][O:51][CH2:50]5)[CH2:45][CH2:44]4)=[CH:39][CH:38]=3)[N:33]=[CH:32][N:31]=2)=[CH:26][C:23]=1[C:24]#[N:25]. Product: [O:51]1[CH2:52][CH:49]([N:46]2[CH2:45][CH2:44][N:43]([C:40]3[CH:41]=[CH:42][C:37]([NH:36][C:34]4[N:33]=[CH:32][N:31]=[C:30]([C:27]5[CH:28]=[CH:29][C:22]([O:1][C@@H:2]6[CH2:7][CH2:6][CH2:5][N:4]([C:8](=[O:10])[C:16]([CH3:19])([CH3:17])[CH3:15])[CH2:3]6)=[C:23]([CH:26]=5)[C:24]#[N:25])[N:35]=4)=[CH:38][CH:39]=3)[CH2:48][CH2:47]2)[CH2:50]1. The catalyst class is: 6. (7) Reactant: [NH:1]1[CH2:7][CH2:6][CH2:5][CH2:4][C:3]2[CH:8]=[CH:9][CH:10]=[CH:11][C:2]1=2.C(N(CC)CC)C.[F:19][C:20]1[CH:25]=[CH:24][C:23]([S:26](Cl)(=[O:28])=[O:27])=[CH:22][C:21]=1[N+:30]([O-])=O.O. Product: [F:19][C:20]1[CH:25]=[CH:24][C:23]([S:26]([N:1]2[C:2]3[CH:11]=[CH:10][CH:9]=[CH:8][C:3]=3[CH2:4][CH2:5][CH2:6][CH2:7]2)(=[O:28])=[O:27])=[CH:22][C:21]=1[NH2:30]. The catalyst class is: 143. (8) Reactant: N1C=CC=CC=1.Cl.[NH2:8][OH:9].[F:10][C:11]1[CH:12]=[C:13]([CH2:18][O:19][C:20]2[CH:34]=[CH:33][C:32]([CH:35]=O)=[CH:31][C:21]=2[C:22]([NH:24][C:25]2[CH:26]=[N:27][CH:28]=[CH:29][CH:30]=2)=[O:23])[CH:14]=[CH:15][C:16]=1[F:17]. Product: [F:10][C:11]1[CH:12]=[C:13]([CH2:18][O:19][C:20]2[CH:34]=[CH:33][C:32](/[CH:35]=[N:8]\[OH:9])=[CH:31][C:21]=2[C:22]([NH:24][C:25]2[CH:26]=[N:27][CH:28]=[CH:29][CH:30]=2)=[O:23])[CH:14]=[CH:15][C:16]=1[F:17]. The catalyst class is: 5.